Dataset: Catalyst prediction with 721,799 reactions and 888 catalyst types from USPTO. Task: Predict which catalyst facilitates the given reaction. (1) Reactant: [Cl:1][C:2]1[CH:28]=[CH:27][C:5]([O:6][CH2:7][C:8]([N:10]2[C:16]3[CH:17]=[CH:18][CH:19]=[CH:20][C:15]=3[CH2:14][N:13]3[C:21]([C:24]([OH:26])=O)=[CH:22][CH:23]=[C:12]3[CH2:11]2)=[O:9])=[CH:4][CH:3]=1.CN(C)C=O.C(Cl)(=O)C([Cl:37])=O. Product: [Cl:1][C:2]1[CH:3]=[CH:4][C:5]([O:6][CH2:7][C:8]([N:10]2[C:16]3[CH:17]=[CH:18][CH:19]=[CH:20][C:15]=3[CH2:14][N:13]3[C:21]([C:24]([Cl:37])=[O:26])=[CH:22][CH:23]=[C:12]3[CH2:11]2)=[O:9])=[CH:27][CH:28]=1. The catalyst class is: 4. (2) Reactant: S(S([O-])=O)([O-])(=O)=O.[Na+].[Na+].[O:10]([C:17]1[CH:24]=[CH:23][C:20]([CH:21]=O)=[CH:19][CH:18]=1)[C:11]1[CH:16]=[CH:15][CH:14]=[CH:13][CH:12]=1.[NH2:25][C:26]1[CH:27]=[C:28]([CH:34]=[CH:35][C:36]=1[NH2:37])[C:29]([O:31][CH2:32][CH3:33])=[O:30]. Product: [O:10]([C:17]1[CH:24]=[CH:23][C:20]([C:21]2[NH:25][C:26]3[CH:27]=[C:28]([C:29]([O:31][CH2:32][CH3:33])=[O:30])[CH:34]=[CH:35][C:36]=3[N:37]=2)=[CH:19][CH:18]=1)[C:11]1[CH:16]=[CH:15][CH:14]=[CH:13][CH:12]=1. The catalyst class is: 97. (3) Reactant: C1(O)C=CC=CC=1.[NH:8]([C:15]1[CH:24]=[N:23][C:22]2[C:17](=[CH:18][CH:19]=[C:20]([O:25]C)[CH:21]=2)[N:16]=1)[C:9]1[CH:14]=[CH:13][CH:12]=[CH:11][CH:10]=1.[Na].C(S)C. Product: [NH:8]([C:15]1[CH:24]=[N:23][C:22]2[C:17](=[CH:18][CH:19]=[C:20]([OH:25])[CH:21]=2)[N:16]=1)[C:9]1[CH:10]=[CH:11][CH:12]=[CH:13][CH:14]=1. The catalyst class is: 3. (4) Reactant: Br[C:2]1[CH:3]=[C:4]2[C:9](=[CH:10][CH:11]=1)[N:8]([CH3:12])[CH2:7][CH2:6][CH2:5]2.CC([O-])=O.[K+].[CH3:18][C:19]1([CH3:35])[C:23]([CH3:25])([CH3:24])[O:22][B:21]([B:21]2[O:22][C:23]([CH3:25])([CH3:24])[C:19]([CH3:35])([CH3:18])[O:20]2)[O:20]1.O. Product: [CH3:12][N:8]1[C:9]2[C:4](=[CH:3][C:2]([B:21]3[O:22][C:23]([CH3:25])([CH3:24])[C:19]([CH3:35])([CH3:18])[O:20]3)=[CH:11][CH:10]=2)[CH2:5][CH2:6][CH2:7]1. The catalyst class is: 418. (5) Reactant: C(O[C:6](=O)[NH:7][C:8]1[CH:13]=[C:12]([F:14])[C:11]([F:15])=[CH:10][C:9]=1[NH2:16])(C)(C)C.[CH:18]1(C=O)[CH2:23][CH2:22][CH2:21][CH2:20][CH2:19]1.[Cl:26][C:27]1[CH:37]=[CH:36][CH:35]=[CH:34][C:28]=1[O:29][CH2:30][C:31](O)=O.[CH:38]1([N+:44]#[C-:45])[CH2:43][CH2:42][CH2:41][CH2:40][CH2:39]1.Cl.C[OH:48]. Product: [Cl:26][C:27]1[CH:37]=[CH:36][CH:35]=[CH:34][C:28]=1[O:29][CH2:30][C:31]1[N:7]([CH:6]([CH:18]2[CH2:19][CH2:20][CH2:21][CH2:22][CH2:23]2)[C:45]([NH:44][CH:38]2[CH2:43][CH2:42][CH2:41][CH2:40][CH2:39]2)=[O:48])[C:8]2[CH:13]=[C:12]([F:14])[C:11]([F:15])=[CH:10][C:9]=2[N:16]=1. The catalyst class is: 12.